This data is from Forward reaction prediction with 1.9M reactions from USPTO patents (1976-2016). The task is: Predict the product of the given reaction. (1) Given the reactants [OH:1][N:2]([CH3:29])[C:3](=[NH:28])/[C:4](=[N:11]\[O:12][CH2:13][C:14]1[N:19]=[C:18]([NH:20][C:21](=[O:27])[O:22][CH2:23][CH2:24][C:25]#[CH:26])[CH:17]=[CH:16][CH:15]=1)/[C:5]1[CH:10]=[CH:9][CH:8]=[CH:7][CH:6]=1.[C:30](N1C=CN=C1)(N1C=CN=C1)=[O:31], predict the reaction product. The product is: [CH3:29][N:2]1[C:3](/[C:4](=[N:11]\[O:12][CH2:13][C:14]2[N:19]=[C:18]([NH:20][C:21](=[O:27])[O:22][CH2:23][CH2:24][C:25]#[CH:26])[CH:17]=[CH:16][CH:15]=2)/[C:5]2[CH:10]=[CH:9][CH:8]=[CH:7][CH:6]=2)=[N:28][C:30](=[O:31])[O:1]1. (2) Given the reactants Cl[C:2]1[N:7]=[CH:6][N:5]=[C:4]([NH2:8])[C:3]=1[C:9]1[O:10][C:11]([CH3:14])=[N:12][N:13]=1.[NH2:15][C@H:16]([C:19]1[N:28]([C:29]2[CH:34]=[CH:33][CH:32]=[CH:31][C:30]=2[CH3:35])[C:27](=[O:36])[C:26]2[C:21](=[CH:22][CH:23]=[CH:24][C:25]=2[CH3:37])[N:20]=1)[CH2:17][CH3:18].CCN(C(C)C)C(C)C.CCOC(C)=O, predict the reaction product. The product is: [NH2:8][C:4]1[N:5]=[CH:6][N:7]=[C:2]([NH:15][C@H:16]([C:19]2[N:28]([C:29]3[CH:34]=[CH:33][CH:32]=[CH:31][C:30]=3[CH3:35])[C:27](=[O:36])[C:26]3[C:21](=[CH:22][CH:23]=[CH:24][C:25]=3[CH3:37])[N:20]=2)[CH2:17][CH3:18])[C:3]=1[C:9]1[O:10][C:11]([CH3:14])=[N:12][N:13]=1. (3) The product is: [CH3:6][O:15][C:14](=[O:16])[CH:13]([C:11]#[N:12])[CH:17]([CH:18]([CH3:20])[CH3:19])[CH2:1][CH2:2][CH3:3]. Given the reactants [CH2:1]([Mg]Cl)[CH2:2][CH3:3].[CH3:6]COCC.[C:11]([C:13](=[CH:17][CH:18]([CH3:20])[CH3:19])[C:14]([OH:16])=[O:15])#[N:12], predict the reaction product. (4) Given the reactants CCN(C(C)C)C(C)C.[C:10]1([C:24]2[CH:29]=[CH:28][CH:27]=[CH:26][CH:25]=2)[CH:15]=[CH:14][C:13]([C:16]([N:18]([CH2:20][C:21]([OH:23])=O)[CH3:19])=[O:17])=[CH:12][CH:11]=1.C1C=CC2N(O)N=NC=2C=1.CCN=C=NCCCN(C)C.Cl.[N:52]1([C:58]([C:60]2[CH:65]=[CH:64][CH:63]=[CH:62][C:61]=2[C:66]([F:69])([F:68])[F:67])=[O:59])[CH2:57][CH2:56][NH:55][CH2:54][CH2:53]1, predict the reaction product. The product is: [CH3:19][N:18]([CH2:20][C:21](=[O:23])[N:55]1[CH2:56][CH2:57][N:52]([C:58](=[O:59])[C:60]2[CH:65]=[CH:64][CH:63]=[CH:62][C:61]=2[C:66]([F:69])([F:67])[F:68])[CH2:53][CH2:54]1)[C:16]([C:13]1[CH:12]=[CH:11][C:10]([C:24]2[CH:29]=[CH:28][CH:27]=[CH:26][CH:25]=2)=[CH:15][CH:14]=1)=[O:17].